This data is from Reaction yield outcomes from USPTO patents with 853,638 reactions. The task is: Predict the reaction yield, written as a fraction of the theoretical maximum amount of product (1.0 means a 100% yield; for example, 0.34 means a 34% yield). (1) The reactants are [Cl:1][C:2]1[N:7]=[CH:6][C:5]([CH2:8][NH2:9])=[CH:4][CH:3]=1.[F:10][CH:11]([F:14])[CH:12]=O.S([O-])([O-])(=O)=O.[Mg+2]. The catalyst is C1(C)C=CC=CC=1. The product is [Cl:1][C:2]1[N:7]=[CH:6][C:5]([CH2:8]/[N:9]=[CH:12]/[CH:11]([F:14])[F:10])=[CH:4][CH:3]=1. The yield is 0.938. (2) The reactants are [CH:1]1([NH:6][C:7]2[N:12]3[N:13]=[C:14]([C:16]4[CH:21]=[CH:20][CH:19]=[CH:18][CH:17]=4)[CH:15]=[C:11]3[N:10]=[C:9]([S:22][CH3:23])[N:8]=2)[CH2:5][CH2:4][CH2:3][CH2:2]1.[Br:24]N1C(=O)CCC1=O. The catalyst is ClCCl. The product is [Br:24][C:15]1[C:14]([C:16]2[CH:21]=[CH:20][CH:19]=[CH:18][CH:17]=2)=[N:13][N:12]2[C:7]([NH:6][CH:1]3[CH2:5][CH2:4][CH2:3][CH2:2]3)=[N:8][C:9]([S:22][CH3:23])=[N:10][C:11]=12. The yield is 0.820. (3) The yield is 0.660. The reactants are [S:1]1[C:5]2[CH:6]=[CH:7][CH:8]=[CH:9][C:4]=2[N:3]=[C:2]1[O:10][C:11]1[CH:16]=[CH:15][C:14]([CH2:17][CH2:18][NH:19][CH2:20][CH2:21][CH2:22][N:23]2[CH2:27][CH2:26][CH2:25][C:24]2=[O:28])=[CH:13][CH:12]=1.C(O)(=O)C.C(O[C:36]1(O[Si](C)(C)C)[CH2:38][CH2:37]1)C.[Na]. The product is [S:1]1[C:5]2[CH:6]=[CH:7][CH:8]=[CH:9][C:4]=2[N:3]=[C:2]1[O:10][C:11]1[CH:12]=[CH:13][C:14]([CH2:17][CH2:18][N:19]([CH:36]2[CH2:38][CH2:37]2)[CH2:20][CH2:21][CH2:22][N:23]2[CH2:27][CH2:26][CH2:25][C:24]2=[O:28])=[CH:15][CH:16]=1. The catalyst is CCO. (4) The reactants are [C:1]([O:9][C:10]([C:14]([F:17])([F:16])[F:15])=[C:11]([F:13])[F:12])(=[O:8])[C:2]1[CH:7]=[CH:6][CH:5]=[CH:4][CH:3]=1.[S:18]([O-:21])([OH:20])=[O:19].[Na+:22].C(OOC(=O)C1C=CC=CC=1)(=O)C1C=CC=CC=1.C1(C)C=CC=CC=1. The catalyst is O. The product is [F:13][C:11]([F:12])([S:18]([O-:21])(=[O:20])=[O:19])[CH:10]([O:9][C:1](=[O:8])[C:2]1[CH:3]=[CH:4][CH:5]=[CH:6][CH:7]=1)[C:14]([F:16])([F:15])[F:17].[Na+:22]. The yield is 0.430. (5) The reactants are [NH2:1][CH:2]1[CH2:7][CH2:6][N:5]([C:8]([O:10][C:11]([CH3:14])([CH3:13])[CH3:12])=[O:9])[CH2:4][CH2:3]1.[Cl:15][C:16]1[N:21]=[C:20](Cl)[C:19]([N+:23]([O-:25])=[O:24])=[CH:18][N:17]=1.CCN(C(C)C)C(C)C. The catalyst is CCOC(C)=O. The product is [Cl:15][C:16]1[N:21]=[C:20]([NH:1][CH:2]2[CH2:3][CH2:4][N:5]([C:8]([O:10][C:11]([CH3:14])([CH3:13])[CH3:12])=[O:9])[CH2:6][CH2:7]2)[C:19]([N+:23]([O-:25])=[O:24])=[CH:18][N:17]=1. The yield is 0.990.